Dataset: Catalyst prediction with 721,799 reactions and 888 catalyst types from USPTO. Task: Predict which catalyst facilitates the given reaction. (1) Reactant: Cl[C:2]1[N:7]=[C:6]([NH:8][C:9](=[O:15])[O:10][C:11]([CH3:14])([CH3:13])[CH3:12])[C:5]([C:16](=[O:21])[C:17]([F:20])([F:19])[F:18])=[CH:4][CH:3]=1.[C:22]([NH:29][CH2:30][CH2:31][NH2:32])([O:24][C:25]([CH3:28])([CH3:27])[CH3:26])=[O:23].C(N(CC)C(C)C)(C)C. Product: [C:25]([O:24][C:22]([NH:29][CH2:30][CH2:31][NH:32][C:2]1[N:7]=[C:6]([NH:8][C:9](=[O:15])[O:10][C:11]([CH3:14])([CH3:13])[CH3:12])[C:5]([C:16](=[O:21])[C:17]([F:20])([F:19])[F:18])=[CH:4][CH:3]=1)=[O:23])([CH3:28])([CH3:27])[CH3:26]. The catalyst class is: 829. (2) Reactant: C(N(CC)CC)C.[F:8][C:9]([F:22])([F:21])[S:10]([O:13]S(C(F)(F)F)(=O)=O)(=[O:12])=[O:11].O[C:24]1[CH:25]=[C:26]2[C:30](=[CH:31][CH:32]=1)[C:29](=[O:33])[N:28]([CH3:34])[C:27]2([CH3:36])[CH3:35].C(=O)([O-])O.[Na+]. Product: [F:8][C:9]([F:22])([F:21])[S:10]([O:13][C:24]1[CH:25]=[C:26]2[C:30](=[CH:31][CH:32]=1)[C:29](=[O:33])[N:28]([CH3:34])[C:27]2([CH3:36])[CH3:35])(=[O:12])=[O:11]. The catalyst class is: 22. (3) Product: [N:1]1([S:32]([C:17]2[CH:16]=[CH:15][C:14]([O:13][CH3:12])=[C:23]3[C:18]=2[CH2:19][CH2:20][C@H:21]([NH:24][CH3:25])[CH2:22]3)(=[O:34])=[O:33])[C:9]2[C:4](=[CH:5][CH:6]=[CH:7][CH:8]=2)[CH:3]=[CH:2]1. The catalyst class is: 3. Reactant: [NH:1]1[C:9]2[C:4](=[CH:5][CH:6]=[CH:7][CH:8]=2)[CH:3]=[CH:2]1.[H-].[Na+].[CH3:12][O:13][C:14]1[C:23]2[CH2:22][C@@H:21]([N:24](C)[C:25](=O)C(F)(F)F)[CH2:20][CH2:19][C:18]=2[C:17]([S:32](Cl)(=[O:34])=[O:33])=[CH:16][CH:15]=1. (4) Reactant: [Cl:1][C:2]1[C:3]([C:29](=[O:39])[N:30]([CH2:35][CH2:36][CH2:37][CH3:38])[CH2:31][CH2:32][CH2:33][CH3:34])=[N:4][N:5]([C:8]2[CH:23]=[CH:22][C:11]([C:12]([O:14]CC3C=CC=CC=3)=[O:13])=[CH:10][C:9]=2[C:24]([O:26][CH2:27][CH3:28])=[O:25])[C:6]=1[CH3:7]. Product: [Cl:1][C:2]1[C:3]([C:29](=[O:39])[N:30]([CH2:35][CH2:36][CH2:37][CH3:38])[CH2:31][CH2:32][CH2:33][CH3:34])=[N:4][N:5]([C:8]2[CH:23]=[CH:22][C:11]([C:12]([OH:14])=[O:13])=[CH:10][C:9]=2[C:24]([O:26][CH2:27][CH3:28])=[O:25])[C:6]=1[CH3:7]. The catalyst class is: 19. (5) The catalyst class is: 58. Reactant: Cl[C:2]1[C:3]2[CH:11]=[CH:10][NH:9][C:4]=2[N:5]=[C:6]([NH2:8])[N:7]=1.[N-:12]=[N+:13]=[N-:14].[Na+]. Product: [N:12]([C:2]1[C:3]2[CH:11]=[CH:10][NH:9][C:4]=2[N:5]=[C:6]([NH2:8])[N:7]=1)=[N+:13]=[N-:14].